From a dataset of Reaction yield outcomes from USPTO patents with 853,638 reactions. Predict the reaction yield, written as a fraction of the theoretical maximum amount of product (1.0 means a 100% yield; for example, 0.34 means a 34% yield). (1) The reactants are [Br:1][C:2]1[CH:3]=[C:4]2[C:11]3([C:15](=[O:16])[N:14]=[C:13](OCC)[NH:12]3)[CH2:10][C:9]([CH3:21])([CH3:20])[O:8][C:5]2=[CH:6][CH:7]=1.[NH3:22].O. The catalyst is CCO. The product is [NH2:22][C:13]1[NH:12][C:11]2([C:4]3[C:5](=[CH:6][CH:7]=[C:2]([Br:1])[CH:3]=3)[O:8][C:9]([CH3:20])([CH3:21])[CH2:10]2)[C:15](=[O:16])[N:14]=1. The yield is 0.300. (2) The reactants are [F:1][C:2]1([CH2:15][OH:16])[CH2:7][CH2:6][N:5]([C:8]([O:10][C:11]([CH3:14])([CH3:13])[CH3:12])=[O:9])[CH2:4][CH2:3]1.[Cl:17][C:18]1[C:19](F)=[CH:20][C:21]([F:31])=[C:22]([CH:30]=1)[C:23]([O:25][C:26]([CH3:29])([CH3:28])[CH3:27])=[O:24].C(=O)([O-])[O-].[Cs+].[Cs+].O. The catalyst is CS(C)=O. The product is [C:26]([O:25][C:23]([C:22]1[C:21]([F:31])=[CH:20][C:19]([O:16][CH2:15][C:2]2([F:1])[CH2:3][CH2:4][N:5]([C:8]([O:10][C:11]([CH3:12])([CH3:13])[CH3:14])=[O:9])[CH2:6][CH2:7]2)=[C:18]([Cl:17])[CH:30]=1)=[O:24])([CH3:29])([CH3:27])[CH3:28]. The yield is 0.730. (3) The reactants are C[O:2][C:3](=[O:32])[C:4]1[CH:9]=[CH:8][CH:7]=[C:6]([CH2:10][N:11]2[CH2:15][C:14]([CH3:17])([CH3:16])[CH:13]([O:18][C:19]3[CH:24]=[CH:23][C:22]([C:25]#[N:26])=[C:21]([C:27]([F:30])([F:29])[F:28])[CH:20]=3)[C:12]2=[O:31])[CH:5]=1.[OH-].[Na+].Cl. The catalyst is C1COCC1. The product is [C:25]([C:22]1[CH:23]=[CH:24][C:19]([O:18][CH:13]2[C:14]([CH3:17])([CH3:16])[CH2:15][N:11]([CH2:10][C:6]3[CH:5]=[C:4]([CH:9]=[CH:8][CH:7]=3)[C:3]([OH:32])=[O:2])[C:12]2=[O:31])=[CH:20][C:21]=1[C:27]([F:30])([F:29])[F:28])#[N:26]. The yield is 0.850. (4) The reactants are Cl.[NH2:2][C:3]1[CH:31]=[CH:30][C:6]2[NH:7][C:8]([C:13]3[C:14](=[O:29])[C:15]([CH2:25][CH2:26][CH2:27][CH3:28])([CH3:24])[C:16]4[C:21]([C:22]=3[OH:23])=[CH:20][CH:19]=[CH:18][CH:17]=4)=[N:9][S:10](=[O:12])(=[O:11])[C:5]=2[CH:4]=1.[S:32](Cl)([CH3:35])(=[O:34])=[O:33].N1C=CC=CC=1. The catalyst is CC(C)=O. The product is [CH2:25]([C:15]1([CH3:24])[C:16]2[C:21](=[CH:20][CH:19]=[CH:18][CH:17]=2)[C:22]([OH:23])=[C:13]([C:8]2[NH:7][C:6]3[CH:30]=[CH:31][C:3]([NH:2][S:32]([CH3:35])(=[O:34])=[O:33])=[CH:4][C:5]=3[S:10](=[O:12])(=[O:11])[N:9]=2)[C:14]1=[O:29])[CH2:26][CH2:27][CH3:28]. The yield is 0.960. (5) The reactants are [Br:1][C:2]1[CH:3]=[C:4]([C:8]([NH:13]C(=O)OC(C)(C)C)([CH3:12])[CH2:9][NH:10][CH3:11])[CH:5]=[CH:6][CH:7]=1. The catalyst is C(O)(C(F)(F)F)=O.C(Cl)Cl. The product is [Br:1][C:2]1[CH:3]=[C:4]([C:8]([NH2:13])([CH3:12])[CH2:9][NH:10][CH3:11])[CH:5]=[CH:6][CH:7]=1. The yield is 0.760. (6) The reactants are [Cl:1][C:2]1[CH:7]=[CH:6][C:5]([C:8]2[N:9]=[C:10]3[CH:15]=[CH:14][C:13]([C:16]4[CH:21]=[CH:20][CH:19]=[CH:18][CH:17]=4)=[CH:12][N:11]3[C:22]=2[CH2:23][N:24]2[CH2:29][CH2:28][NH:27][CH2:26][CH2:25]2)=[CH:4][CH:3]=1.CCN(CC)CC.[CH:37]1([C:40](Cl)=[O:41])[CH2:39][CH2:38]1. The catalyst is C(Cl)Cl. The product is [Cl:1][C:2]1[CH:3]=[CH:4][C:5]([C:8]2[N:9]=[C:10]3[CH:15]=[CH:14][C:13]([C:16]4[CH:17]=[CH:18][CH:19]=[CH:20][CH:21]=4)=[CH:12][N:11]3[C:22]=2[CH2:23][N:24]2[CH2:29][CH2:28][N:27]([C:40]([CH:37]3[CH2:39][CH2:38]3)=[O:41])[CH2:26][CH2:25]2)=[CH:6][CH:7]=1. The yield is 0.180. (7) The reactants are [Cl:1][C:2]1[N:10]=[C:9]2[C:5]([NH:6][CH:7]=[N:8]2)=[C:4](Cl)[N:3]=1.[NH:12]1[CH2:17][CH2:16][O:15][CH2:14][CH2:13]1. The catalyst is O. The product is [Cl:1][C:2]1[N:10]=[C:9]2[C:5]([N:6]=[CH:7][NH:8]2)=[C:4]([N:12]2[CH2:17][CH2:16][O:15][CH2:14][CH2:13]2)[N:3]=1. The yield is 0.960. (8) The product is [OH:29][C:23]1([CH:8]([C:4]2[CH:5]=[CH:6][CH:7]=[C:2]([CH:30]=[CH2:31])[CH:3]=2)[CH2:9][N:10]2[CH2:15][CH2:14][N:13]([C:16]([O:18][C:19]([CH3:22])([CH3:21])[CH3:20])=[O:17])[CH2:12][CH2:11]2)[CH2:28][CH2:27][CH2:26][CH2:25][CH2:24]1. The catalyst is C1(C)C=CC=CC=1.C1C=CC([P]([Pd]([P](C2C=CC=CC=2)(C2C=CC=CC=2)C2C=CC=CC=2)([P](C2C=CC=CC=2)(C2C=CC=CC=2)C2C=CC=CC=2)[P](C2C=CC=CC=2)(C2C=CC=CC=2)C2C=CC=CC=2)(C2C=CC=CC=2)C2C=CC=CC=2)=CC=1. The reactants are Br[C:2]1[CH:3]=[C:4]([CH:8]([C:23]2([OH:29])[CH2:28][CH2:27][CH2:26][CH2:25][CH2:24]2)[CH2:9][N:10]2[CH2:15][CH2:14][N:13]([C:16]([O:18][C:19]([CH3:22])([CH3:21])[CH3:20])=[O:17])[CH2:12][CH2:11]2)[CH:5]=[CH:6][CH:7]=1.[CH2:30]([Sn](CCCC)(CCCC)C=C)[CH2:31]CC. The yield is 0.900. (9) The product is [CH3:16][N:3]1[C:11]2[C:6](=[CH:7][CH:8]=[CH:9][CH:10]=2)[C:5]([C:12]([O:14][CH3:15])=[O:13])=[CH:4]1. The catalyst is CN(C=O)C.O. The yield is 0.960. The reactants are [H-].[Na+].[NH:3]1[C:11]2[C:6](=[CH:7][CH:8]=[CH:9][CH:10]=2)[C:5]([C:12]([O:14][CH3:15])=[O:13])=[CH:4]1.[CH3:16]I. (10) The reactants are Cl.[S:2]1[CH:6]=[N:5][N:4]=[C:3]1[C:7](=[NH:9])[NH2:8].[F:10][C:11]1[CH:18]=[C:17]([F:19])[CH:16]=[CH:15][C:12]=1[CH:13]=O.O=[C:21]([CH3:28])[CH2:22][C:23]([O:25][CH2:26][CH3:27])=[O:24]. No catalyst specified. The product is [F:10][C:11]1[CH:18]=[C:17]([F:19])[CH:16]=[CH:15][C:12]=1[CH:13]1[C:22]([C:23]([O:25][CH2:26][CH3:27])=[O:24])=[C:21]([CH3:28])[NH:8][C:7]([C:3]2[S:2][CH:6]=[N:5][N:4]=2)=[N:9]1. The yield is 0.410.